Dataset: Full USPTO retrosynthesis dataset with 1.9M reactions from patents (1976-2016). Task: Predict the reactants needed to synthesize the given product. (1) Given the product [F:1][C:2]1[CH:32]=[CH:31][C:5]([CH2:6][NH:7][C:8]([C:10]2[C:15]([O:16][CH2:17][C:18]3[CH:23]=[CH:22][CH:21]=[CH:20][CH:19]=3)=[C:14]([S:35]([CH3:39])(=[O:37])=[O:34])[CH:13]=[C:12]([C:26]3[O:27][CH:28]=[CH:29][CH:30]=3)[N:11]=2)=[O:9])=[CH:4][CH:3]=1, predict the reactants needed to synthesize it. The reactants are: [F:1][C:2]1[CH:32]=[CH:31][C:5]([CH2:6][NH:7][C:8]([C:10]2[C:15]([O:16][CH2:17][C:18]3[CH:23]=[CH:22][CH:21]=[CH:20][CH:19]=3)=[C:14](SC)[CH:13]=[C:12]([C:26]3[O:27][CH:28]=[CH:29][CH:30]=3)[N:11]=2)=[O:9])=[CH:4][CH:3]=1.O[O:34][S:35]([O-:37])=O.[K+].[CH3:39]COC(C)=O. (2) Given the product [ClH:15].[ClH:15].[O:1]1[CH:5]=[CH:4][N:3]=[C:2]1[CH:6]([NH2:8])[CH3:7], predict the reactants needed to synthesize it. The reactants are: [O:1]1[CH:5]=[CH:4][N:3]=[C:2]1[CH:6]([NH:8]S(C(C)(C)C)=O)[CH3:7].[ClH:15]. (3) Given the product [N:1]1[CH:6]=[CH:5][CH:4]=[C:3]([C:7]2([C:8]#[N:9])[CH2:15][CH2:14][CH2:13]2)[CH:2]=1, predict the reactants needed to synthesize it. The reactants are: [N:1]1[CH:6]=[CH:5][CH:4]=[C:3]([CH2:7][C:8]#[N:9])[CH:2]=1.[OH-].[Na+].Br[CH2:13][CH2:14][CH2:15]Br. (4) Given the product [CH2:25]([N:32]1[C:16]2[C:15](=[CH:20][CH:19]=[CH:18][CH:17]=2)[C:13]([CH:8]([C:5]2[CH:6]=[CH:7][C:2]([Cl:1])=[CH:3][C:4]=2[F:22])[CH2:9][CH2:10][C:11]#[N:12])=[N:33]1)[C:26]1[CH:31]=[CH:30][CH:29]=[CH:28][CH:27]=1, predict the reactants needed to synthesize it. The reactants are: [Cl:1][C:2]1[CH:7]=[CH:6][C:5]([CH:8]([C:13]([C:15]2[CH:20]=[CH:19][CH:18]=[CH:17][C:16]=2F)=O)[CH2:9][CH2:10][C:11]#[N:12])=[C:4]([F:22])[CH:3]=1.Cl.Cl.[CH2:25]([NH:32][NH2:33])[C:26]1[CH:31]=[CH:30][CH:29]=[CH:28][CH:27]=1. (5) Given the product [O:21]=[C:15]1[CH:14]([N:7]2[C:6](=[O:22])[C:5]3[C:9](=[CH:10][CH:11]=[CH:12][C:4]=3[CH2:3][NH:2][C:52](=[O:53])[CH2:51][C:46]3[CH:47]=[CH:48][CH:49]=[CH:50][C:45]=3[F:44])[C:8]2=[O:13])[CH2:19][CH2:18][C:17](=[O:20])[NH:16]1, predict the reactants needed to synthesize it. The reactants are: Cl.[NH2:2][CH2:3][C:4]1[CH:12]=[CH:11][CH:10]=[C:9]2[C:5]=1[C:6](=[O:22])[N:7]([CH:14]1[CH2:19][CH2:18][C:17](=[O:20])[NH:16][C:15]1=[O:21])[C:8]2=[O:13].N12CCCN=C1CCCCC2.ON1C2C=CC=CC=2N=N1.[F:44][C:45]1[CH:50]=[CH:49][CH:48]=[CH:47][C:46]=1[CH2:51][C:52](O)=[O:53].Cl.CN(C)CCCN=C=NCC.